Dataset: Full USPTO retrosynthesis dataset with 1.9M reactions from patents (1976-2016). Task: Predict the reactants needed to synthesize the given product. (1) Given the product [ClH:4].[NH:7]1[CH:11]=[C:1]([C:2]([Cl:4])=[O:3])[N:9]=[CH:8]1, predict the reactants needed to synthesize it. The reactants are: [C:1](Cl)(=O)[C:2]([Cl:4])=[O:3].[NH:7]1[CH:11]=C(C(O)=O)[N:9]=[CH:8]1. (2) Given the product [CH:1]1([C:5]2[C:13]([CH:14]=[O:15])=[CH:12][C:8]([C:9]([N:18]3[CH2:23][CH2:22][CH:21]([C:24]4[CH:31]=[CH:30][C:27]([C:28]#[N:29])=[CH:26][CH:25]=4)[CH2:20][CH2:19]3)=[O:11])=[C:7]([CH3:16])[CH:6]=2)[CH2:2][CH2:3][CH2:4]1, predict the reactants needed to synthesize it. The reactants are: [CH:1]1([C:5]2[C:13]([CH:14]=[O:15])=[CH:12][C:8]([C:9]([OH:11])=O)=[C:7]([CH3:16])[CH:6]=2)[CH2:4][CH2:3][CH2:2]1.Cl.[NH:18]1[CH2:23][CH2:22][CH:21]([C:24]2[CH:31]=[CH:30][C:27]([C:28]#[N:29])=[CH:26][CH:25]=2)[CH2:20][CH2:19]1.CCN=C=NCCCN(C)C.Cl.